This data is from Peptide-MHC class I binding affinity with 185,985 pairs from IEDB/IMGT. The task is: Regression. Given a peptide amino acid sequence and an MHC pseudo amino acid sequence, predict their binding affinity value. This is MHC class I binding data. (1) The peptide sequence is NISFKSINKV. The MHC is HLA-A68:02 with pseudo-sequence HLA-A68:02. The binding affinity (normalized) is 0.296. (2) The peptide sequence is IVDCLTEMY. The MHC is HLA-B58:01 with pseudo-sequence HLA-B58:01. The binding affinity (normalized) is 0.0847. (3) The peptide sequence is LTFLHTLYK. The MHC is HLA-A68:02 with pseudo-sequence HLA-A68:02. The binding affinity (normalized) is 0.354. (4) The peptide sequence is TGIAIIAYI. The MHC is HLA-B57:01 with pseudo-sequence HLA-B57:01. The binding affinity (normalized) is 0.0847.